Dataset: Full USPTO retrosynthesis dataset with 1.9M reactions from patents (1976-2016). Task: Predict the reactants needed to synthesize the given product. (1) Given the product [Cl:36][C:33]1[CH:32]=[CH:31][C:30]([C:29]([NH:28][C:18]2[N:17]=[C:16]([NH:15][C@H:10]3[CH2:11][CH2:12][CH2:13][CH2:14][C@H:9]3[NH2:8])[C:25]3[C:20](=[CH:21][CH:22]=[C:23]([O:26][CH3:27])[CH:24]=3)[N:19]=2)=[O:37])=[CH:35][CH:34]=1, predict the reactants needed to synthesize it. The reactants are: C(OC([NH:8][C@@H:9]1[CH2:14][CH2:13][CH2:12][CH2:11][C@@H:10]1[NH:15][C:16]1[C:25]2[C:20](=[CH:21][CH:22]=[C:23]([O:26][CH3:27])[CH:24]=2)[N:19]=[C:18]([NH:28][C:29](=[O:37])[C:30]2[CH:35]=[CH:34][C:33]([Cl:36])=[CH:32][CH:31]=2)[N:17]=1)=O)(C)(C)C.FC(F)(F)C(O)=O.C(=O)([O-])O.[Na+]. (2) Given the product [Cl:1][C:2]1[CH:7]=[CH:6][C:5]([N:8]2[C:12]([S:44][CH3:43])=[N:11][N:10]=[C:9]2[C:15]2[N:19]3[CH:20]=[CH:21][CH:22]=[CH:23][C:18]3=[N:17][C:16]=2[C:24]2[CH:29]=[C:28]([Cl:30])[CH:27]=[CH:26][C:25]=2[Cl:31])=[CH:4][CH:3]=1, predict the reactants needed to synthesize it. The reactants are: [Cl:1][C:2]1[CH:7]=[CH:6][C:5]([N:8]2[C:12](OC)=[N:11][N:10]=[C:9]2[C:15]2[N:19]3[CH:20]=[CH:21][CH:22]=[CH:23][C:18]3=[N:17][C:16]=2[C:24]2[CH:29]=[C:28]([Cl:30])[CH:27]=[CH:26][C:25]=2[Cl:31])=[CH:4][CH:3]=1.ClC1C=CC(N2[C:43](=[S:44])NN=C2C2N3C=CC=CC3=NC=2C2C=C(Cl)C=CC=2Cl)=CC=1.[H-].[Na+].CI. (3) Given the product [O:32]=[C:26]1[CH:25]([N:18]2[C:17](=[O:33])[C:16]3[C:20](=[CH:21][CH:22]=[CH:23][C:15]=3[CH2:14][NH:13][C:2](=[O:37])[N:1]([CH3:11])[CH3:7])[C:19]2=[O:24])[CH2:30][CH2:29][C:28](=[O:31])[NH:27]1, predict the reactants needed to synthesize it. The reactants are: [N:1]12[CH2:11]CCN=[C:7]1CCCC[CH2:2]2.Cl.[NH2:13][CH2:14][C:15]1[CH:23]=[CH:22][CH:21]=[C:20]2[C:16]=1[C:17](=[O:33])[N:18]([CH:25]1[CH2:30][CH2:29][C:28](=[O:31])[NH:27][C:26]1=[O:32])[C:19]2=[O:24].ClC(Cl)([O:37]C(=O)OC(Cl)(Cl)Cl)Cl.CNC.C1COCC1. (4) Given the product [Si:9]([O:8][C:7]1[CH:16]=[CH:17][C:4]([CH2:3][CH2:2][N:28]2[C:27](=[O:30])[CH:26]=[CH:25][C:24]([C:18]3[CH:23]=[CH:22][CH:21]=[CH:20][CH:19]=3)=[N:29]2)=[CH:5][CH:6]=1)([C:12]([CH3:15])([CH3:14])[CH3:13])([CH3:11])[CH3:10], predict the reactants needed to synthesize it. The reactants are: Br[CH2:2][CH2:3][C:4]1[CH:17]=[CH:16][C:7]([O:8][Si:9]([C:12]([CH3:15])([CH3:14])[CH3:13])([CH3:11])[CH3:10])=[CH:6][CH:5]=1.[C:18]1([C:24]2[CH:25]=[CH:26][C:27](=[O:30])[NH:28][N:29]=2)[CH:23]=[CH:22][CH:21]=[CH:20][CH:19]=1.C(=O)([O-])[O-].[K+].[K+].C([O-])(O)=O.[Na+]. (5) Given the product [OH:4][C:5]1[CH:6]=[C:7]2[C:12](=[CH:13][CH:14]=1)[CH:11]=[C:10]([CH2:15][CH2:16]/[C:17](/[C:24]1[CH:33]=[CH:32][C:31]3[C:26](=[CH:27][CH:28]=[CH:29][CH:30]=3)[CH:25]=1)=[CH:18]/[C:19]([O:21][CH2:22][CH3:23])=[O:20])[CH:9]=[CH:8]2, predict the reactants needed to synthesize it. The reactants are: COC[O:4][C:5]1[CH:6]=[C:7]2[C:12](=[CH:13][CH:14]=1)[CH:11]=[C:10]([CH2:15][CH2:16]/[C:17](/[C:24]1[CH:33]=[CH:32][C:31]3[C:26](=[CH:27][CH:28]=[CH:29][CH:30]=3)[CH:25]=1)=[CH:18]/[C:19]([O:21][CH2:22][CH3:23])=[O:20])[CH:9]=[CH:8]2.Cl. (6) Given the product [NH2:7][C:8]1[C:9]([CH3:35])=[N:10][O:11][C:12]=1[C:13]1[CH:14]=[CH:15][C:16]([C:19]2[CH:20]=[CH:21][C:22]([C:25]3([C:28]([NH:30][S:31]([CH3:34])(=[O:33])=[O:32])=[O:29])[CH2:27][CH2:26]3)=[CH:23][CH:24]=2)=[CH:17][CH:18]=1, predict the reactants needed to synthesize it. The reactants are: C(OC(=O)[NH:7][C:8]1[C:9]([CH3:35])=[N:10][O:11][C:12]=1[C:13]1[CH:18]=[CH:17][C:16]([C:19]2[CH:24]=[CH:23][C:22]([C:25]3([C:28]([NH:30][S:31]([CH3:34])(=[O:33])=[O:32])=[O:29])[CH2:27][CH2:26]3)=[CH:21][CH:20]=2)=[CH:15][CH:14]=1)(C)(C)C.C(O)(C(F)(F)F)=O.CCOC(C)=O.C([O-])(O)=O.[Na+]. (7) Given the product [C:1]([O:5][C:6]([N:8]1[CH2:14][CH2:13][CH2:12][N:11]([C:15]2[N:23]([CH2:30][CH:31]=[C:32]([CH3:34])[CH3:33])[C:22]3[C:21](=[O:24])[NH:20][C:19](=[O:25])[N:18]([CH3:26])[C:17]=3[C:16]=2[C:27]#[N:28])[CH2:10][CH2:9]1)=[O:7])([CH3:4])([CH3:2])[CH3:3], predict the reactants needed to synthesize it. The reactants are: [C:1]([O:5][C:6]([N:8]1[CH2:14][CH2:13][CH2:12][N:11]([C:15]2[NH:23][C:22]3[C:21](=[O:24])[NH:20][C:19](=[O:25])[N:18]([CH3:26])[C:17]=3[C:16]=2[C:27]#[N:28])[CH2:10][CH2:9]1)=[O:7])([CH3:4])([CH3:3])[CH3:2].Br[CH2:30][CH:31]=[C:32]([CH3:34])[CH3:33].C(N(C(C)C)CC)(C)C. (8) Given the product [C:1]([O:5][C:6]([N:8]1[CH2:13][CH2:12][CH:11]([CH2:14][N:17]2[N:18]=[CH:19][CH:20]=[N:16]2)[CH2:10][CH2:9]1)=[O:7])([CH3:4])([CH3:3])[CH3:2].[C:1]([O:5][C:6]([N:8]1[CH2:13][CH2:12][CH:11]([CH2:14][N:16]2[CH:20]=[CH:19][N:18]=[N:17]2)[CH2:10][CH2:9]1)=[O:7])([CH3:4])([CH3:3])[CH3:2], predict the reactants needed to synthesize it. The reactants are: [C:1]([O:5][C:6]([N:8]1[CH2:13][CH2:12][CH:11]([CH2:14]O)[CH2:10][CH2:9]1)=[O:7])([CH3:4])([CH3:3])[CH3:2].[NH:16]1[CH:20]=[CH:19][N:18]=[N:17]1. (9) The reactants are: [Cl:1][C:2]1[CH:7]=[C:6]([N:8]=[C:9]=[S:10])[CH:5]=[C:4]([Cl:11])[CH:3]=1.[C:12]([NH-:14])#[N:13].[Na+].[CH3:16]I. Given the product [C:12]([NH:14][C:9](=[N:8][C:6]1[CH:7]=[C:2]([Cl:1])[CH:3]=[C:4]([Cl:11])[CH:5]=1)[S:10][CH3:16])#[N:13], predict the reactants needed to synthesize it. (10) Given the product [CH3:16][O:15][C:11]1[CH:10]=[C:9]([CH:14]=[CH:13][CH:12]=1)[O:8][C:6]1[CH:5]=[CH:4][N:3]=[C:2]([NH:23][C:20]2[S:21][CH:22]=[C:18]([CH3:17])[N:19]=2)[CH:7]=1, predict the reactants needed to synthesize it. The reactants are: Cl[C:2]1[CH:7]=[C:6]([O:8][C:9]2[CH:14]=[CH:13][CH:12]=[C:11]([O:15][CH3:16])[CH:10]=2)[CH:5]=[CH:4][N:3]=1.[CH3:17][C:18]1[N:19]=[C:20]([NH2:23])[S:21][CH:22]=1.P([O-])([O-])([O-])=O.[K+].[K+].[K+].O.